Dataset: Catalyst prediction with 721,799 reactions and 888 catalyst types from USPTO. Task: Predict which catalyst facilitates the given reaction. Product: [CH2:33]([O:18][C:16]([N:15]1[C:14]2([CH2:19][CH2:20][O:21][CH2:22][CH2:23]2)[O:13][CH2:12][CH:11]1[C:9](=[O:10])[NH:57][C:58]1[S:59][CH:60]=[C:61]([C:63]2[CH:64]=[CH:65][C:66]([C:67](=[O:68])[NH:69][C:70]3[CH:71]=[N:72][CH:73]=[CH:74][CH:75]=3)=[CH:76][CH:77]=2)[N:62]=1)=[O:17])[C:34]1[CH:49]=[CH:48][CH:37]=[CH:36][CH:35]=1. The catalyst class is: 31. Reactant: C(O[C:9]([CH:11]1[N:15]([C:16]([OH:18])=[O:17])[C:14]2([CH2:23][CH2:22][O:21][CH2:20][CH2:19]2)[O:13][CH2:12]1)=[O:10])C1C=CC=CC=1.CN(C(ON1N=N[C:34]2[CH:35]=[CH:36][CH:37]=N[C:33]1=2)=[N+](C)C)C.F[P-](F)(F)(F)(F)F.[CH3:48][CH2:49]N(C(C)C)C(C)C.[NH2:57][C:58]1[S:59][CH:60]=[C:61]([C:63]2[CH:77]=[CH:76][C:66]([C:67]([NH:69][C:70]3[CH:71]=[N:72][CH:73]=[CH:74][CH:75]=3)=[O:68])=[CH:65][CH:64]=2)[N:62]=1.